This data is from hERG Central: cardiac toxicity at 1µM, 10µM, and general inhibition. The task is: Predict hERG channel inhibition at various concentrations. (1) The molecule is CCC(Sc1nc2cc3c(cc2c(=O)n1Cc1ccco1)OCO3)C(=O)NCCOC. Results: hERG_inhib (hERG inhibition (general)): blocker. (2) The compound is COc1ccc(NC(=O)c2ccc(S(=O)(=O)N3CCCC3)cc2)cc1OC. Results: hERG_inhib (hERG inhibition (general)): blocker. (3) The molecule is O=C(CN1CCCCC1)Nc1cccc(Oc2ccccc2)c1. Results: hERG_inhib (hERG inhibition (general)): blocker. (4) Results: hERG_inhib (hERG inhibition (general)): blocker. The compound is CCc1nc2ccccc2n1CC(=O)N1CCN(Cc2ccccc2)CC1. (5) The drug is Cc1ccc(C(=O)N/C(=C\c2cccs2)C(=O)N2CCCCCC2)cc1. Results: hERG_inhib (hERG inhibition (general)): blocker.